Dataset: Catalyst prediction with 721,799 reactions and 888 catalyst types from USPTO. Task: Predict which catalyst facilitates the given reaction. (1) Reactant: [C:1]([C:3]1[CH:23]=[C:22]([N+:24]([O-])=O)[CH:21]=[CH:20][C:4]=1[O:5][C:6]1[CH:7]=[CH:8][C:9]([F:19])=[C:10]([NH:12][C:13](=[O:18])[C:14]([F:17])([F:16])[F:15])[CH:11]=1)#[N:2]. Product: [NH2:24][C:22]1[CH:21]=[CH:20][C:4]([O:5][C:6]2[CH:7]=[CH:8][C:9]([F:19])=[C:10]([NH:12][C:13](=[O:18])[C:14]([F:15])([F:16])[F:17])[CH:11]=2)=[C:3]([C:1]#[N:2])[CH:23]=1. The catalyst class is: 129. (2) Product: [CH:1]1([C:4]2[N:5]=[CH:6][C:7]([O:10][C@H:11]3[CH2:20][N:14]4[C:15](=[O:19])[CH2:16][N:17]([C:34](=[O:35])[C:33]5[CH:37]=[CH:38][C:30]([C:29]([F:28])([F:39])[F:40])=[CH:31][CH:32]=5)[CH2:18][C@@H:13]4[CH2:12]3)=[N:8][CH:9]=2)[CH2:3][CH2:2]1. Reactant: [CH:1]1([C:4]2[N:5]=[CH:6][C:7]([O:10][C@H:11]3[CH2:20][N:14]4[C:15](=[O:19])[CH2:16][NH:17][CH2:18][C@@H:13]4[CH2:12]3)=[N:8][CH:9]=2)[CH2:3][CH2:2]1.C(N(CC)CC)C.[F:28][C:29]([F:40])([F:39])[C:30]1[CH:38]=[CH:37][C:33]([C:34](Cl)=[O:35])=[CH:32][CH:31]=1. The catalyst class is: 4. (3) Reactant: C[O:2][C:3]([C:5]1[C:13]2[N:12]=[C:11]([C:14](=[O:25])[NH:15][CH:16]3[CH2:21][CH2:20][N:19]([CH:22]([CH3:24])[CH3:23])[CH2:18][CH2:17]3)[NH:10][C:9]=2[CH:8]=[CH:7][CH:6]=1)=[O:4].Br[CH2:27][C:28]1[S:32][C:31]2[CH:33]=[CH:34][C:35]([Cl:37])=[CH:36][C:30]=2[CH:29]=1.CC#N.O. Product: [Cl:37][C:35]1[CH:34]=[CH:33][C:31]2[S:32][C:28]([CH2:27][N:10]3[C:9]4[CH:8]=[CH:7][CH:6]=[C:5]([C:3]([OH:2])=[O:4])[C:13]=4[N:12]=[C:11]3[C:14](=[O:25])[NH:15][CH:16]3[CH2:21][CH2:20][N:19]([CH:22]([CH3:23])[CH3:24])[CH2:18][CH2:17]3)=[CH:29][C:30]=2[CH:36]=1.[Cl:37][C:35]1[CH:34]=[CH:33][C:31]2[S:32][C:28]([CH2:27][N:12]3[C:13]4[C:5]([C:3]([OH:2])=[O:4])=[CH:6][CH:7]=[CH:8][C:9]=4[N:10]=[C:11]3[C:14](=[O:25])[NH:15][CH:16]3[CH2:17][CH2:18][N:19]([CH:22]([CH3:24])[CH3:23])[CH2:20][CH2:21]3)=[CH:29][C:30]=2[CH:36]=1. The catalyst class is: 106. (4) Reactant: Cl.[N+:2]([C:5]1[N:10]=[CH:9][C:8]([C:11]2[CH2:12][CH2:13][NH:14][CH2:15][CH:16]=2)=[CH:7][CH:6]=1)([O-:4])=[O:3].C(=O)([O-])[O-].[Cs+].[Cs+].FC(F)(F)S(O[CH2:29][C:30]([F:33])([F:32])[F:31])(=O)=O.O. Product: [N+:2]([C:5]1[N:10]=[CH:9][C:8]([C:11]2[CH2:12][CH2:13][N:14]([CH2:29][C:30]([F:33])([F:32])[F:31])[CH2:15][CH:16]=2)=[CH:7][CH:6]=1)([O-:4])=[O:3]. The catalyst class is: 9.